Dataset: Full USPTO retrosynthesis dataset with 1.9M reactions from patents (1976-2016). Task: Predict the reactants needed to synthesize the given product. (1) Given the product [C:1]1([CH:24]([CH3:26])[CH2:10][CH2:11][NH:12][C@H:4]2[CH2:5][CH2:6][C@H:1]([C:8]3[CH:17]=[CH:16][C:11]4[NH:12][C:13](=[O:15])[O:14][C:10]=4[CH:9]=3)[CH2:2][CH2:3]2)[CH:6]=[CH:5][CH:4]=[CH:3][CH:2]=1, predict the reactants needed to synthesize it. The reactants are: [CH:1]1([C:8]2[CH:17]=[CH:16][C:11]3[NH:12][C:13](=[O:15])[O:14][C:10]=3[CH:9]=2)[CH2:6][CH2:5][C:4](=O)[CH2:3][CH2:2]1.[BH4-].[Na+].O.CCO[C:24]([CH3:26])=O. (2) Given the product [CH3:1][N:2]1[C:10]([CH3:11])=[C:9]2[C:4]([CH:5]=[CH:6][C:7]([N:12]3[CH:17]=[CH:16][C:15]([O:18][CH2:27][C:24]4[S:25][CH:26]=[C:22]([C:21]([F:30])([F:29])[F:20])[N:23]=4)=[CH:14][C:13]3=[O:19])=[CH:8]2)=[N:3]1, predict the reactants needed to synthesize it. The reactants are: [CH3:1][N:2]1[C:10]([CH3:11])=[C:9]2[C:4]([CH:5]=[CH:6][C:7]([N:12]3[CH:17]=[CH:16][C:15]([OH:18])=[CH:14][C:13]3=[O:19])=[CH:8]2)=[N:3]1.[F:20][C:21]([F:30])([F:29])[C:22]1[N:23]=[C:24]([CH2:27]O)[S:25][CH:26]=1.C1(P(C2C=CC=CC=2)C2C=CC=CC=2)C=CC=CC=1.O.